This data is from Forward reaction prediction with 1.9M reactions from USPTO patents (1976-2016). The task is: Predict the product of the given reaction. (1) Given the reactants Cl.[CH3:2][N:3]([CH3:9])[CH2:4][CH2:5][C:6](O)=[O:7].[NH2:10][C@@H:11]([CH2:29][O:30][CH2:31][C:32]1[CH:37]=[CH:36][CH:35]=[CH:34][CH:33]=1)[C:12]([NH:14][C:15]1[CH:20]=[CH:19][C:18]([O:21][C:22]2[CH:27]=[CH:26][C:25]([Cl:28])=[CH:24][CH:23]=2)=[CH:17][CH:16]=1)=[O:13], predict the reaction product. The product is: [CH2:31]([O:30][CH2:29][C@H:11]([NH:10][C:6](=[O:7])[CH2:5][CH2:4][N:3]([CH3:9])[CH3:2])[C:12]([NH:14][C:15]1[CH:20]=[CH:19][C:18]([O:21][C:22]2[CH:27]=[CH:26][C:25]([Cl:28])=[CH:24][CH:23]=2)=[CH:17][CH:16]=1)=[O:13])[C:32]1[CH:37]=[CH:36][CH:35]=[CH:34][CH:33]=1. (2) Given the reactants [OH-].[K+].[CH3:3][N:4]([CH2:6][CH2:7][C@@H:8]([O:14][C:15]1[C:24]2[C:19](=[CH:20][CH:21]=[CH:22][CH:23]=2)[CH:18]=[CH:17][CH:16]=1)[C:9]1[S:10][CH:11]=[CH:12][CH:13]=1)[CH3:5], predict the reaction product. The product is: [CH3:3][N:4]([CH2:6][CH2:7][CH:8]([O:14][C:15]1[C:24]2[C:19](=[CH:20][CH:21]=[CH:22][CH:23]=2)[CH:18]=[CH:17][CH:16]=1)[C:9]1[S:10][CH:11]=[CH:12][CH:13]=1)[CH3:5]. (3) Given the reactants [CH3:1][O:2][C:3]1[CH:4]=[C:5]([CH:22]=[CH:23][C:24]=1[O:25][CH3:26])[C:6]([N:8]([CH2:15][CH2:16][CH2:17]/[CH:18]=[CH:19]/[CH:20]=O)[C:9]1[CH:14]=[CH:13][CH:12]=[CH:11][CH:10]=1)=[O:7].[CH2:27]([NH:34][CH:35]=[CH:36][C:37](=[O:39])[CH3:38])[C:28]1[CH:33]=[CH:32][CH:31]=[CH:30][CH:29]=1, predict the reaction product. The product is: [C:37]([C:36]1[CH:18]([CH2:17][CH2:16][CH2:15][N:8]([C:9]2[CH:10]=[CH:11][CH:12]=[CH:13][CH:14]=2)[C:6](=[O:7])[C:5]2[CH:22]=[CH:23][C:24]([O:25][CH3:26])=[C:3]([O:2][CH3:1])[CH:4]=2)[CH:19]=[CH:20][N:34]([CH2:27][C:28]2[CH:33]=[CH:32][CH:31]=[CH:30][CH:29]=2)[CH:35]=1)(=[O:39])[CH3:38]. (4) Given the reactants [NH2:1][C:2]1([C:5]([OH:7])=[O:6])[CH2:4][CH2:3]1.[CH3:8][C:9]([O:12][C:13](O[C:13]([O:12][C:9]([CH3:11])([CH3:10])[CH3:8])=[O:14])=[O:14])([CH3:11])[CH3:10].C([O-])([O-])=O.[Na+].[Na+], predict the reaction product. The product is: [C:9]([O:12][C:13]([NH:1][C:2]1([C:5]([OH:7])=[O:6])[CH2:4][CH2:3]1)=[O:14])([CH3:11])([CH3:10])[CH3:8]. (5) Given the reactants [CH2:1]([C:3]1[CH:4]=[C:5]([C:16]#[C:17][Si](C)(C)C)[CH:6]=[C:7]2[C:12]=1[C:11](=[O:13])[CH2:10][CH2:9][C:8]2([CH3:15])[CH3:14])[CH3:2].C(=O)([O-])[O-].[K+].[K+], predict the reaction product. The product is: [CH2:1]([C:3]1[CH:4]=[C:5]([C:16]#[CH:17])[CH:6]=[C:7]2[C:12]=1[C:11](=[O:13])[CH2:10][CH2:9][C:8]2([CH3:14])[CH3:15])[CH3:2]. (6) Given the reactants [Cl:1][C:2]1[CH:3]=[C:4]([CH:6]=[CH:7][C:8]=1[F:9])[NH2:5].[CH3:10][O:11][C:12]1[CH:13]=[C:14]([CH:17]=[CH:18][C:19]=1[O:20][CH3:21])[CH:15]=O.ClCCCl.[Na], predict the reaction product. The product is: [Cl:1][C:2]1[CH:3]=[C:4]([CH:6]=[CH:7][C:8]=1[F:9])[NH:5][CH2:15][C:14]1[CH:17]=[CH:18][C:19]([O:20][CH3:21])=[C:12]([O:11][CH3:10])[CH:13]=1. (7) Given the reactants C([O:5][C:6]([CH:8]1[CH2:13][CH2:12][N:11]([C:14]2[CH:19]=[C:18]([C:20](=[O:22])[NH2:21])[CH:17]=[C:16]([C:23]3[CH:28]=[CH:27][N:26]=[C:25]([NH:29][CH:30]4[CH2:35][CH2:34][CH2:33][CH2:32][CH2:31]4)[CH:24]=3)[N:15]=2)[CH2:10][CH2:9]1)=[O:7])(C)(C)C.[SiH](CC)(CC)CC.C(O)(C(F)(F)F)=O, predict the reaction product. The product is: [C:20]([C:18]1[CH:17]=[C:16]([C:23]2[CH:28]=[CH:27][N:26]=[C:25]([NH:29][CH:30]3[CH2:31][CH2:32][CH2:33][CH2:34][CH2:35]3)[CH:24]=2)[N:15]=[C:14]([N:11]2[CH2:10][CH2:9][CH:8]([C:6]([OH:7])=[O:5])[CH2:13][CH2:12]2)[CH:19]=1)(=[O:22])[NH2:21].